Dataset: Peptide-MHC class II binding affinity with 134,281 pairs from IEDB. Task: Regression. Given a peptide amino acid sequence and an MHC pseudo amino acid sequence, predict their binding affinity value. This is MHC class II binding data. (1) The peptide sequence is FGYRKPLDNIKDNVG. The MHC is HLA-DQA10102-DQB10602 with pseudo-sequence HLA-DQA10102-DQB10602. The binding affinity (normalized) is 0.0290. (2) The peptide sequence is GKGTLDGQGKAVWGK. The MHC is HLA-DPA10103-DPB10301 with pseudo-sequence HLA-DPA10103-DPB10301. The binding affinity (normalized) is 0. (3) The peptide sequence is YDKFLCNVSTVLTGK. The MHC is DRB1_0101 with pseudo-sequence DRB1_0101. The binding affinity (normalized) is 0.648. (4) The peptide sequence is TPFPHRKGVLFNIQY. The MHC is DRB1_1001 with pseudo-sequence DRB1_1001. The binding affinity (normalized) is 0.394. (5) The peptide sequence is AMEVASQARQMVQAM. The MHC is DRB1_0404 with pseudo-sequence DRB1_0404. The binding affinity (normalized) is 0.320. (6) The peptide sequence is NRQILDNAAKYVEHD. The MHC is DRB1_0404 with pseudo-sequence DRB1_0404. The binding affinity (normalized) is 0.0596. (7) The peptide sequence is VSTFSSGLVWGQKYF. The MHC is DRB1_1001 with pseudo-sequence DRB1_1001. The binding affinity (normalized) is 0.584. (8) The peptide sequence is LASSCQVAFSYFPPP. The MHC is DRB1_0401 with pseudo-sequence DRB1_0401. The binding affinity (normalized) is 0.315. (9) The peptide sequence is FESYKMDSRIARALR. The MHC is DRB1_0101 with pseudo-sequence DRB1_0101. The binding affinity (normalized) is 0.583. (10) The peptide sequence is AILRRRRRIAEPATC. The MHC is DRB1_0101 with pseudo-sequence DRB1_0101. The binding affinity (normalized) is 0.138.